From a dataset of Forward reaction prediction with 1.9M reactions from USPTO patents (1976-2016). Predict the product of the given reaction. (1) Given the reactants [OH:1][C:2]1[CH:3]=[C:4]([CH:8]=[C:9]([OH:11])[CH:10]=1)[C:5]([OH:7])=[O:6].[C:12](OC(=O)C)(=[O:14])[CH3:13].N1[CH:24]=[CH:23]C=CC=1.C(O)=[O:26], predict the reaction product. The product is: [C:12]([O:1][C:2]1[CH:3]=[C:4]([CH:8]=[C:9]([O:11][C:23](=[O:26])[CH3:24])[CH:10]=1)[C:5]([OH:7])=[O:6])(=[O:14])[CH3:13]. (2) Given the reactants [C:1]([O:5][C:6]([N:8]([CH2:22][CH:23]1[CH2:25][CH2:24]1)[C@@H:9]1[CH2:11][C@H:10]1[C:12]1[CH:13]=[C:14]([CH:18]=[CH:19][C:20]=1[CH3:21])[C:15]([OH:17])=O)=[O:7])([CH3:4])([CH3:3])[CH3:2].[O:26]1[CH2:31][CH2:30][CH:29]([NH2:32])[CH2:28][CH2:27]1.F[P-](F)(F)(F)(F)F.N1(OC(N(C)C)=[N+](C)C)C2N=CC=CC=2N=N1.C(=O)([O-])O.[Na+], predict the reaction product. The product is: [CH:23]1([CH2:22][N:8]([CH:9]2[CH2:11][CH:10]2[C:12]2[CH:13]=[C:14]([C:15](=[O:17])[NH:32][CH:29]3[CH2:30][CH2:31][O:26][CH2:27][CH2:28]3)[CH:18]=[CH:19][C:20]=2[CH3:21])[C:6](=[O:7])[O:5][C:1]([CH3:4])([CH3:2])[CH3:3])[CH2:25][CH2:24]1.